This data is from Catalyst prediction with 721,799 reactions and 888 catalyst types from USPTO. The task is: Predict which catalyst facilitates the given reaction. (1) Reactant: [C:1]([C:4]1[C:22](=[O:23])[C@@:8]2([CH3:24])[C:9]3[C:15]([OH:16])=[CH:14][C:13]([O:17][CH3:18])=[C:12]([C:19]([NH2:21])=[O:20])[C:10]=3[O:11][C:7]2=[CH:6][C:5]=1[OH:25])(=[O:3])[CH3:2].[Cl:26][C:27]1[CH:47]=[CH:46][CH:45]=[CH:44][C:28]=1[CH2:29][O:30][C:31]1[C:40]2[C:35](=[CH:36][CH:37]=[CH:38][CH:39]=2)[C:34]([CH:41]=O)=[C:33]([CH3:43])[CH:32]=1.C([SiH](CC)CC)C.FC(F)(F)C(O)=O. Product: [C:1]([C:4]1[C:22](=[O:23])[C@@:8]2([CH3:24])[C:9]3[C:15]([OH:16])=[CH:14][C:13]([O:17][CH3:18])=[C:12]([C:19]([NH:21][CH2:41][C:34]4[C:35]5[C:40](=[CH:39][CH:38]=[CH:37][CH:36]=5)[C:31]([O:30][CH2:29][C:28]5[CH:44]=[CH:45][CH:46]=[CH:47][C:27]=5[Cl:26])=[CH:32][C:33]=4[CH3:43])=[O:20])[C:10]=3[O:11][C:7]2=[CH:6][C:5]=1[OH:25])(=[O:3])[CH3:2]. The catalyst class is: 10. (2) Reactant: [Cl:1][C:2]1[CH:3]=[C:4]([NH:8][C:9]2[N:14]=[C:13]([CH:15]([CH3:17])[CH3:16])[C:12]([C:18]([OH:20])=O)=[CH:11][N:10]=2)[CH:5]=[CH:6][CH:7]=1.C([N:23]1[CH2:28][CH2:27]OC[CH2:24]1)C.[CH:29]1(CN)[CH2:34]CC[CH2:31][CH2:30]1.O.ON1C2C=CC=CC=2N=N1.Cl.CN(C)CCCN=C=NCC. Product: [CH:28]1([N:23]([CH3:24])[C:18]([C:12]2[C:13]([CH:15]([CH3:16])[CH3:17])=[N:14][C:9]([NH:8][C:4]3[CH:5]=[CH:6][CH:7]=[C:2]([Cl:1])[CH:3]=3)=[N:10][CH:11]=2)=[O:20])[CH2:27][CH2:31][CH2:30][CH2:29][CH2:34]1. The catalyst class is: 9.